From a dataset of Reaction yield outcomes from USPTO patents with 853,638 reactions. Predict the reaction yield, written as a fraction of the theoretical maximum amount of product (1.0 means a 100% yield; for example, 0.34 means a 34% yield). (1) The reactants are [C:1]([O:5][C:6]([NH:8][C:9]1[O:17][C:16]2[C:11](=[N:12][CH:13]=[C:14]([C:18]3[C:23]([F:24])=[CH:22][CH:21]=[CH:20][C:19]=3[F:25])[CH:15]=2)[C:10]=1[C:26]([O:28]CC)=[O:27])=[O:7])([CH3:4])([CH3:3])[CH3:2].O[Li].O. The catalyst is C1COCC1.CO.O. The product is [C:1]([O:5][C:6]([NH:8][C:9]1[O:17][C:16]2[C:11](=[N:12][CH:13]=[C:14]([C:18]3[C:23]([F:24])=[CH:22][CH:21]=[CH:20][C:19]=3[F:25])[CH:15]=2)[C:10]=1[C:26]([OH:28])=[O:27])=[O:7])([CH3:4])([CH3:2])[CH3:3]. The yield is 0.780. (2) The reactants are [C:1]1([C:7]([CH:9](Br)[C:10]2[CH:15]=[CH:14][CH:13]=[CH:12][CH:11]=2)=O)[CH:6]=[CH:5][CH:4]=[CH:3][CH:2]=1.[CH3:17][O:18][C:19]1[CH:24]=[CH:23][C:22](/[CH:25]=[N:26]/[NH:27][C:28](=[NH:30])[NH2:29])=[CH:21][CH:20]=1. The catalyst is C(O)C. The product is [CH3:17][O:18][C:19]1[CH:24]=[CH:23][C:22](/[CH:25]=[N:26]/[N:27]2[C:7]([C:1]3[CH:6]=[CH:5][CH:4]=[CH:3][CH:2]=3)=[C:9]([C:10]3[CH:15]=[CH:14][CH:13]=[CH:12][CH:11]=3)[N:29]=[C:28]2[NH2:30])=[CH:21][CH:20]=1. The yield is 0.680. (3) The reactants are FC(F)(F)C([O:5][C:6]1[CH:11]=[CH:10][C:9]([N:12]([CH2:19][C:20]2[C:25]([F:26])=[C:24]([F:27])[C:23]([C:28]([F:31])([F:30])[F:29])=[C:22]([F:32])[C:21]=2[F:33])C(=O)C(F)(F)F)=[CH:8][C:7]=1[C:34](=[O:36])[NH2:35])=O. The catalyst is CO.O. The product is [OH:5][C:6]1[CH:11]=[CH:10][C:9]([NH:12][CH2:19][C:20]2[C:21]([F:33])=[C:22]([F:32])[C:23]([C:28]([F:31])([F:30])[F:29])=[C:24]([F:27])[C:25]=2[F:26])=[CH:8][C:7]=1[C:34]([NH2:35])=[O:36]. The yield is 0.600. (4) The reactants are [NH:1]([C:8]1[N:9]([C:24]2[CH:29]=[CH:28][CH:27]=[CH:26][CH:25]=2)[C:10]2[C:15]([C:16](=[O:18])[CH:17]=1)=[C:14]([C:19]([F:22])([F:21])[F:20])[CH:13]=[C:12](Cl)[N:11]=2)[C:2]1[CH:7]=[CH:6][CH:5]=[CH:4][CH:3]=1.[CH:30]1[CH:35]=[CH:34][C:33](P([C:30]2[CH:35]=[CH:34][CH:33]=[CH:32][CH:31]=2)[C:30]2[CH:35]=[CH:34][CH:33]=[CH:32][CH:31]=2)=[CH:32][CH:31]=1.C1(B(O)O)C=CC=CC=1.C([O-])([O-])=O.[K+].[K+]. The catalyst is COCCOC.O.CC([O-])=O.CC([O-])=O.[Pd+2]. The product is [NH:1]([C:8]1[N:9]([C:24]2[CH:29]=[CH:28][CH:27]=[CH:26][CH:25]=2)[C:10]2[C:15]([C:16](=[O:18])[CH:17]=1)=[C:14]([C:19]([F:22])([F:21])[F:20])[CH:13]=[C:12]([C:30]1[CH:35]=[CH:34][CH:33]=[CH:32][CH:31]=1)[N:11]=2)[C:2]1[CH:7]=[CH:6][CH:5]=[CH:4][CH:3]=1. The yield is 0.410. (5) The reactants are [F:1][C:2]([F:12])([F:11])[C:3](=O)[CH2:4][C:5](OCC)=[O:6].C(O)(=O)C.[CH3:17][NH:18][NH2:19].[OH-].[Na+].Cl. The catalyst is O.C1(C)C=CC=CC=1. The product is [OH:6][C:5]1[N:18]([CH3:17])[N:19]=[C:3]([C:2]([F:12])([F:11])[F:1])[CH:4]=1. The yield is 0.865.